Dataset: Full USPTO retrosynthesis dataset with 1.9M reactions from patents (1976-2016). Task: Predict the reactants needed to synthesize the given product. (1) Given the product [CH:28]1([N:23]2[C:22](=[O:34])[C:21]([NH:20][C:17]([C:3]3[C:2]([CH3:1])=[C:6]([C:7]4[CH2:16][CH2:15][C:10]5([CH2:14][O:13][CH2:12][CH2:11]5)[CH2:9][CH:8]=4)[O:5][N:4]=3)=[O:19])=[C:25]([CH3:26])[N:24]2[CH3:27])[CH2:29][CH2:30][CH2:31][CH2:32][CH2:33]1, predict the reactants needed to synthesize it. The reactants are: [CH3:1][C:2]1[C:3]([C:17]([OH:19])=O)=[N:4][O:5][C:6]=1[C:7]1[CH2:16][CH2:15][C:10]2([CH2:14][O:13][CH2:12][CH2:11]2)[CH2:9][CH:8]=1.[NH2:20][C:21]1[C:22](=[O:34])[N:23]([CH:28]2[CH2:33][CH2:32][CH2:31][CH2:30][CH2:29]2)[N:24]([CH3:27])[C:25]=1[CH3:26].CCN(C(C)C)C(C)C.CN(C(ON1N=NC2C=CC=NC1=2)=[N+](C)C)C.F[P-](F)(F)(F)(F)F. (2) The reactants are: [Mg].II.[CH3:4][O:5][C:6]1[CH:11]=[CH:10][C:9](Br)=[CH:8][CH:7]=1.[O:13]1[CH2:19][C:18](=[O:20])[CH2:17][O:16][CH2:15][CH2:14]1. Given the product [CH3:4][O:5][C:6]1[CH:11]=[CH:10][C:9]([C:18]2([OH:20])[CH2:17][O:16][CH2:15][CH2:14][O:13][CH2:19]2)=[CH:8][CH:7]=1, predict the reactants needed to synthesize it.